This data is from Catalyst prediction with 721,799 reactions and 888 catalyst types from USPTO. The task is: Predict which catalyst facilitates the given reaction. (1) Reactant: [C:1]([Si:5](Cl)([CH3:7])[CH3:6])([CH3:4])([CH3:3])[CH3:2].[OH:9][CH2:10][CH:11]([CH3:21])[O:12][C:13]1[CH:20]=[CH:19][CH:18]=[CH:17][C:14]=1[CH:15]=[O:16].CCN(C(C)C)C(C)C.N1C=CN=C1. Product: [C:1]([Si:5]([CH3:7])([CH3:6])[O:9][CH2:10][CH:11]([CH3:21])[O:12][C:13]1[CH:20]=[CH:19][CH:18]=[CH:17][C:14]=1[CH:15]=[O:16])([CH3:4])([CH3:3])[CH3:2]. The catalyst class is: 12. (2) Reactant: [CH:1]12[CH:9]=[CH:8][CH:7]3[CH:3]4[CH:4]([CH2:5][CH:6]13)[CH:2]24.S([O-])([O-])=O.[Na+].[Na+].OP([O-])([O-])=O.[Na+].[Na+].C(Cl)(Cl)Cl.ClS([N:31]=[C:32]=[O:33])(=O)=O. Product: [CH:6]12[CH2:5][CH:4]3[CH:3]4[CH:2]3[CH:1]1[CH:9]1[CH:8]([CH:7]24)[C:32](=[O:33])[NH:31]1. The catalyst class is: 46. (3) Reactant: [CH3:1][C:2]1([CH3:16])[CH2:14][C:13](=[O:15])[C:12]2[C:11]3[C:6](=[CH:7][CH:8]=[CH:9][CH:10]=3)[NH:5][C:4]=2[CH2:3]1.[H-].[Na+].[CH3:19][O:20][C:21](=[O:30])[C:22]1[CH:27]=[CH:26][C:25]([CH2:28]Br)=[CH:24][CH:23]=1. Product: [CH3:1][C:2]1([CH3:16])[CH2:14][C:13](=[O:15])[C:12]2[C:11]3[C:6](=[CH:7][CH:8]=[CH:9][CH:10]=3)[N:5]([CH2:28][C:25]3[CH:26]=[CH:27][C:22]([C:21]([O:20][CH3:19])=[O:30])=[CH:23][CH:24]=3)[C:4]=2[CH2:3]1. The catalyst class is: 3. (4) Reactant: [F:1][C:2]1[N:10]=[C:9]2[C:5]([N:6]=[C:7]([CH2:11][C:12]3[C:20]([I:21])=[CH:19][C:15]4[O:16][CH2:17][O:18][C:14]=4[CH:13]=3)[NH:8]2)=[C:4]([NH2:22])[N:3]=1.C([O-])([O-])=O.[Cs+].[Cs+].[O:29]1[C:33]2C=[CH:35][C:36](CC3NC4C(N=3)=C(N)N=C(F)N=4)=[CH:37][C:32]=2OC1. Product: [NH2:22][C:4]1[N:3]=[C:2]([F:1])[N:10]=[C:9]2[C:5]=1[N:6]=[C:7]([CH2:11][C:12]1[C:20]([I:21])=[CH:19][C:15]3[O:16][CH2:17][O:18][C:14]=3[CH:13]=1)[N:8]2[CH2:35][CH2:36][CH2:37][CH2:32][CH2:33][OH:29]. The catalyst class is: 3. (5) Reactant: [N:1]1([NH:7][C:8]([C:10]2[C:14]([CH3:15])=[C:13]([C:16]3[CH:21]=[CH:20][C:19]([OH:22])=[CH:18][CH:17]=3)[N:12]([C:23]3[CH:28]=[CH:27][C:26]([Cl:29])=[C:25]([F:30])[C:24]=3[Cl:31])[N:11]=2)=[O:9])[CH2:6][CH2:5][CH2:4][CH2:3][CH2:2]1.C(N(CC)CC)C.[CH2:39]([S:42](Cl)(=[O:44])=[O:43])[CH2:40][CH3:41]. Product: [Cl:31][C:24]1[C:25]([F:30])=[C:26]([Cl:29])[CH:27]=[CH:28][C:23]=1[N:12]1[C:13]([C:16]2[CH:17]=[CH:18][C:19]([O:22][S:42]([CH2:39][CH2:40][CH3:41])(=[O:44])=[O:43])=[CH:20][CH:21]=2)=[C:14]([CH3:15])[C:10]([C:8](=[O:9])[NH:7][N:1]2[CH2:2][CH2:3][CH2:4][CH2:5][CH2:6]2)=[N:11]1. The catalyst class is: 4. (6) Reactant: [CH3:1][O:2][C:3]([C:5]1[CH:6]=[C:7]2[C:11](=[CH:12][CH:13]=1)[NH:10][CH:9]=[CH:8]2)=[O:4].[C:14]1([CH3:26])[CH:19]=[C:18]([CH3:20])[CH:17]=[C:16]([CH3:21])[C:15]=1[S:22](Cl)(=[O:24])=[O:23].[H-].[Na+]. Product: [CH3:1][O:2][C:3]([C:5]1[CH:6]=[C:7]2[C:11](=[CH:12][CH:13]=1)[N:10]([S:22]([C:15]1[C:16]([CH3:21])=[CH:17][C:18]([CH3:20])=[CH:19][C:14]=1[CH3:26])(=[O:24])=[O:23])[CH:9]=[CH:8]2)=[O:4]. The catalyst class is: 49.